Dataset: Reaction yield outcomes from USPTO patents with 853,638 reactions. Task: Predict the reaction yield, written as a fraction of the theoretical maximum amount of product (1.0 means a 100% yield; for example, 0.34 means a 34% yield). (1) The reactants are Cl[C:2]1[CH:9]=[CH:8][C:5]([C:6]#[N:7])=[C:4]([N:10]([CH2:12][CH2:13][O:14][CH3:15])[CH3:11])[N:3]=1.[Br:16][C:17]1[CH:24]=[CH:23][C:22]([OH:25])=[CH:21][C:18]=1[CH:19]=[O:20].C([O-])([O-])=O.[K+].[K+]. The catalyst is CN(C=O)C. The product is [Br:16][C:17]1[CH:24]=[CH:23][C:22]([O:25][C:2]2[CH:9]=[CH:8][C:5]([C:6]#[N:7])=[C:4]([N:10]([CH2:12][CH2:13][O:14][CH3:15])[CH3:11])[N:3]=2)=[CH:21][C:18]=1[CH:19]=[O:20]. The yield is 0.750. (2) The reactants are [OH:1][C:2]1[C:7](=[O:8])[CH:6]=[CH:5][O:4][C:3]=1[CH3:9].[C:10]1([CH3:20])[CH:15]=[CH:14][C:13]([S:16](Cl)(=[O:18])=[O:17])=[CH:12][CH:11]=1. The catalyst is N1C=CC=CC=1. The product is [CH3:20][C:10]1[CH:15]=[CH:14][C:13]([S:16]([O:1][C:2]2[C:7](=[O:8])[CH:6]=[CH:5][O:4][C:3]=2[CH3:9])(=[O:18])=[O:17])=[CH:12][CH:11]=1. The yield is 0.640.